Dataset: Catalyst prediction with 721,799 reactions and 888 catalyst types from USPTO. Task: Predict which catalyst facilitates the given reaction. (1) Reactant: [N+]([C:4]1[CH:5]=[C:6]2[C:10](=[CH:11][CH:12]=1)[C:9](=[O:13])[NH:8][C:7]2=[O:14])([O-])=O.[F:15][C:16]1[CH:21]=[CH:20][C:19]([OH:22])=[CH:18][CH:17]=1.C([O-])([O-])=O.[K+].[K+].CN(C=O)C. Product: [F:15][C:16]1[CH:21]=[CH:20][C:19]([O:22][C:4]2[CH:5]=[C:6]3[C:10](=[CH:11][CH:12]=2)[C:9](=[O:13])[NH:8][C:7]3=[O:14])=[CH:18][CH:17]=1. The catalyst class is: 6. (2) Reactant: Cl[C:2]1[N:7]=[C:6]([C:8]2[N:12]3[CH:13]=[CH:14][CH:15]=[CH:16][C:11]3=[N:10][C:9]=2[C:17]2[CH:18]=[CH:19][C:20]([O:34][CH2:35][CH3:36])=[C:21]([CH:33]=2)[C:22]([NH:24][C:25]2[C:30]([F:31])=[CH:29][CH:28]=[CH:27][C:26]=2[F:32])=[O:23])[CH:5]=[CH:4][N:3]=1.[CH2:37]([O:39][C:40]1[CH:46]=[C:45]([N:47]2[CH2:52][CH2:51][CH:50]([N:53]3[CH2:58][CH2:57][N:56]([S:59]([CH3:62])(=[O:61])=[O:60])[CH2:55][CH2:54]3)[CH2:49][CH2:48]2)[CH:44]=[CH:43][C:41]=1[NH2:42])[CH3:38].C1(C)C=CC(S(O)(=O)=O)=CC=1. Product: [F:32][C:26]1[CH:27]=[CH:28][CH:29]=[C:30]([F:31])[C:25]=1[NH:24][C:22](=[O:23])[C:21]1[CH:33]=[C:17]([C:9]2[N:10]=[C:11]3[CH:16]=[CH:15][CH:14]=[CH:13][N:12]3[C:8]=2[C:6]2[CH:5]=[CH:4][N:3]=[C:2]([NH:42][C:41]3[CH:43]=[CH:44][C:45]([N:47]4[CH2:52][CH2:51][CH:50]([N:53]5[CH2:58][CH2:57][N:56]([S:59]([CH3:62])(=[O:61])=[O:60])[CH2:55][CH2:54]5)[CH2:49][CH2:48]4)=[CH:46][C:40]=3[O:39][CH2:37][CH3:38])[N:7]=2)[CH:18]=[CH:19][C:20]=1[O:34][CH2:35][CH3:36]. The catalyst class is: 41. (3) Reactant: Cl.[NH2:2][C@H:3]([C:9]([O:11][CH3:12])=[O:10])[CH2:4][C:5]([O:7][CH3:8])=[O:6].C(N(CC)CC)C.[CH3:20][C:21]([O:24][C:25](O[C:25]([O:24][C:21]([CH3:23])([CH3:22])[CH3:20])=[O:26])=[O:26])([CH3:23])[CH3:22]. Product: [C:21]([O:24][C:25]([NH:2][C@H:3]([C:9]([O:11][CH3:12])=[O:10])[CH2:4][C:5]([O:7][CH3:8])=[O:6])=[O:26])([CH3:23])([CH3:22])[CH3:20]. The catalyst class is: 5. (4) Reactant: [F:1][C:2]1[N:7]=[CH:6][C:5]([NH2:8])=[CH:4][CH:3]=1.[Cl:9][C:10]1[CH:15]=[CH:14][CH:13]=[C:12]([CH3:16])[C:11]=1[NH:17][C:18]([C:20]1[S:24][C:23]([NH:25][C:26]2[C:27]3[CH2:44][CH2:43][CH2:42][C:28]=3[N:29]=[C:30]([N:32]3[CH2:36][CH2:35][CH2:34][CH:33]3[C:37](OCC)=[O:38])[N:31]=2)=[N:22][CH:21]=1)=[O:19]. Product: [Cl:9][C:10]1[CH:15]=[CH:14][CH:13]=[C:12]([CH3:16])[C:11]=1[NH:17][C:18]([C:20]1[S:24][C:23]([NH:25][C:26]2[C:27]3[CH2:44][CH2:43][CH2:42][C:28]=3[N:29]=[C:30]([N:32]3[CH2:36][CH2:35][CH2:34][CH:33]3[C:37](=[O:38])[NH:8][C:5]3[CH:6]=[N:7][C:2]([F:1])=[CH:3][CH:4]=3)[N:31]=2)=[N:22][CH:21]=1)=[O:19]. The catalyst class is: 1. (5) Reactant: C[Si]([CH:5]=[CH:6][CH2:7][NH2:8])(C)C.C([Li])CCC.[CH2:14]([Sn:18](Cl)([CH2:23][CH2:24][CH2:25][CH3:26])[CH2:19][CH2:20][CH2:21][CH3:22])[CH2:15][CH2:16][CH3:17]. Product: [CH2:23]([Sn:18]([CH2:14][CH2:15][CH2:16][CH3:17])([CH2:19][CH2:20][CH2:21][CH3:22])/[CH:5]=[CH:6]\[CH2:7][NH2:8])[CH2:24][CH2:25][CH3:26]. The catalyst class is: 27.